This data is from Forward reaction prediction with 1.9M reactions from USPTO patents (1976-2016). The task is: Predict the product of the given reaction. (1) Given the reactants [N+:1]([C:4]1[CH:14]=[CH:13][C:7]2[NH:8][C:9](=[O:12])[CH2:10][O:11][C:6]=2[CH:5]=1)([O-])=O.CO, predict the reaction product. The product is: [NH2:1][C:4]1[CH:14]=[CH:13][C:7]2[NH:8][C:9](=[O:12])[CH2:10][O:11][C:6]=2[CH:5]=1. (2) Given the reactants [CH3:1][NH2:2].Br[CH2:4][C:5]1[CH:6]=[CH:7][C:8]2[C:14]3[S:15][C:16]([C:18]([N:20]([C:22]4[CH:27]=[CH:26][CH:25]=[CH:24][C:23]=4[Cl:28])[CH3:21])=[O:19])=[CH:17][C:13]=3[CH2:12][CH2:11][O:10][C:9]=2[CH:29]=1.O, predict the reaction product. The product is: [Cl:28][C:23]1[CH:24]=[CH:25][CH:26]=[CH:27][C:22]=1[N:20]([CH3:21])[C:18]([C:16]1[S:15][C:14]2[C:8]3[CH:7]=[CH:6][C:5]([CH2:4][NH:2][CH3:1])=[CH:29][C:9]=3[O:10][CH2:11][CH2:12][C:13]=2[CH:17]=1)=[O:19]. (3) Given the reactants [CH3:1][S:2]([C:5]1[N:6]=[CH:7][C:8]([N:11]2[CH2:16][C:15]3([CH2:21][CH2:20][NH:19][CH2:18][CH2:17]3)[O:14][CH2:13][CH2:12]2)=[N:9][CH:10]=1)(=[O:4])=[O:3].[CH3:22][C:23]1[C:31]([C@@H:32]2[CH2:34][O:33]2)=[CH:30][CH:29]=[C:28]2[C:24]=1[CH2:25][O:26][C:27]2=[O:35], predict the reaction product. The product is: [OH:33][C@H:32]([C:31]1[C:23]([CH3:22])=[C:24]2[C:28](=[CH:29][CH:30]=1)[C:27](=[O:35])[O:26][CH2:25]2)[CH2:34][N:19]1[CH2:20][CH2:21][C:15]2([O:14][CH2:13][CH2:12][N:11]([C:8]3[CH:7]=[N:6][C:5]([S:2]([CH3:1])(=[O:3])=[O:4])=[CH:10][N:9]=3)[CH2:16]2)[CH2:17][CH2:18]1. (4) Given the reactants [OH:1][CH2:2][C:3]1[O:7][N:6]=[C:5]([CH:8]([CH2:28][CH3:29])[CH2:9][C@@H:10]([C:21]([O:23][C:24]([CH3:27])([CH3:26])[CH3:25])=[O:22])[C:11]([O:13][CH2:14][C:15]2[CH:20]=[CH:19][CH:18]=[CH:17][CH:16]=2)=[O:12])[C:4]=1I.[CH:31]1(B2OC(C)(C)C(C)(C)O2)[CH2:33][CH2:32]1.P([O-])([O-])([O-])=O.[K+].[K+].[K+].CN(C=O)C, predict the reaction product. The product is: [CH:31]1([C:4]2[C:5]([CH:8]([CH2:28][CH3:29])[CH2:9][C@@H:10]([C:21]([O:23][C:24]([CH3:27])([CH3:26])[CH3:25])=[O:22])[C:11]([O:13][CH2:14][C:15]3[CH:20]=[CH:19][CH:18]=[CH:17][CH:16]=3)=[O:12])=[N:6][O:7][C:3]=2[CH2:2][OH:1])[CH2:33][CH2:32]1. (5) Given the reactants [Br:1][C:2]1[C:10]2[C:5](=[CH:6][C:7]([N+:11]([O-])=O)=[CH:8][CH:9]=2)[N:4]([C:14]([C:16]2[C:21]([C:22]([F:25])([F:24])[F:23])=[CH:20][CH:19]=[CH:18][C:17]=2[Cl:26])=[O:15])[N:3]=1.Cl[Sn]Cl, predict the reaction product. The product is: [NH2:11][C:7]1[CH:6]=[C:5]2[C:10]([C:2]([Br:1])=[N:3][N:4]2[C:14]([C:16]2[C:21]([C:22]([F:25])([F:24])[F:23])=[CH:20][CH:19]=[CH:18][C:17]=2[Cl:26])=[O:15])=[CH:9][CH:8]=1. (6) Given the reactants [NH2:1][C:2]1[CH:3]=[C:4]([CH:21]=[CH:22][CH:23]=1)[O:5][C:6]1[CH:7]=[CH:8][C:9]2[N:10]([CH:12]=[C:13]([NH:15][C:16]([CH:18]3[CH2:20][CH2:19]3)=[O:17])[N:14]=2)[CH:11]=1.[C:24]1([S:30](Cl)(=[O:32])=[O:31])[CH:29]=[CH:28][CH:27]=[CH:26][CH:25]=1.C(=O)([O-])O.[Na+], predict the reaction product. The product is: [C:24]1([S:30]([NH:1][C:2]2[CH:3]=[C:4]([CH:21]=[CH:22][CH:23]=2)[O:5][C:6]2[CH:7]=[CH:8][C:9]3[N:10]([CH:12]=[C:13]([NH:15][C:16]([CH:18]4[CH2:20][CH2:19]4)=[O:17])[N:14]=3)[CH:11]=2)(=[O:32])=[O:31])[CH:29]=[CH:28][CH:27]=[CH:26][CH:25]=1. (7) Given the reactants [C:1]([CH2:3][C:4]1[C:13]2[C:8](=[CH:9][C:10]([O:16][CH2:17][CH2:18][O:19][CH3:20])=[C:11]([O:14][CH3:15])[CH:12]=2)[N:7]=[CH:6][C:5]=1[C:21]#[N:22])#[N:2].[NH:23]1[CH2:28][CH2:27][O:26][CH2:25][CH2:24]1.FC(F)(F)S([O-])(=O)=O.[La+3].FC(F)(F)S([O-])(=O)=O.FC(F)(F)S([O-])(=O)=O.O, predict the reaction product. The product is: [CH3:15][O:14][C:11]1[C:10]([O:16][CH2:17][CH2:18][O:19][CH3:20])=[CH:9][C:8]2[N:7]=[CH:6][C:5]3[C:4]([C:13]=2[CH:12]=1)=[CH:3][C:1]([N:23]1[CH2:28][CH2:27][O:26][CH2:25][CH2:24]1)=[N:2][C:21]=3[NH2:22]. (8) Given the reactants [CH3:1][C:2]1[CH:7]=[CH:6][C:5]([OH:8])=[CH:4][C:3]=1[O:9][C:10]([F:13])([F:12])[F:11].Cl[C:15]1[CH:20]=[CH:19][C:18]([N+:21]([O-:23])=[O:22])=[CH:17][N:16]=1.C([O-])([O-])=O.[K+].[K+], predict the reaction product. The product is: [CH3:1][C:2]1[CH:7]=[CH:6][C:5]([O:8][C:15]2[CH:20]=[CH:19][C:18]([N+:21]([O-:23])=[O:22])=[CH:17][N:16]=2)=[CH:4][C:3]=1[O:9][C:10]([F:11])([F:12])[F:13]. (9) Given the reactants [CH2:1]([NH2:3])[CH3:2].[F:4][C:5]1[CH:10]=[CH:9][C:8]([N:11]2[C:19]3[CH:18]=[CH:17][CH:16]=[C:15]([NH:20][CH2:21][C:22]4([C:25]([F:28])([F:27])[F:26])[CH2:24][O:23]4)[C:14]=3[CH:13]=[N:12]2)=[CH:7][CH:6]=1, predict the reaction product. The product is: [CH2:1]([NH:3][CH2:24][C:22]([CH2:21][NH:20][C:15]1[CH:16]=[CH:17][CH:18]=[C:19]2[C:14]=1[CH:13]=[N:12][N:11]2[C:8]1[CH:7]=[CH:6][C:5]([F:4])=[CH:10][CH:9]=1)([OH:23])[C:25]([F:28])([F:27])[F:26])[CH3:2]. (10) The product is: [F:9][C:4]1[C:3]([NH:10][C:11]([C:13]2[C:14]([CH3:20])=[N:15][N:16]([CH3:19])[C:17]=2[F:18])=[O:12])=[C:2]([C:28]2[CH:29]=[CH:30][C:25]([CH:24]=[N:23][O:22][CH3:21])=[CH:26][CH:27]=2)[CH:7]=[C:6]([F:8])[CH:5]=1. Given the reactants Br[C:2]1[CH:7]=[C:6]([F:8])[CH:5]=[C:4]([F:9])[C:3]=1[NH:10][C:11]([C:13]1[C:14]([CH3:20])=[N:15][N:16]([CH3:19])[C:17]=1[F:18])=[O:12].[CH3:21][O:22][N:23]=[CH:24][C:25]1[CH:30]=[CH:29][C:28](B(O)O)=[CH:27][CH:26]=1.COCCOC.C(=O)([O-])[O-].[Na+].[Na+], predict the reaction product.